This data is from Forward reaction prediction with 1.9M reactions from USPTO patents (1976-2016). The task is: Predict the product of the given reaction. (1) Given the reactants C(OC([N:8]1[CH2:31][C@H:30]([O:32][C:33]2[C:42]3[C:37](=[CH:38][C:39]([O:43][CH3:44])=[CH:40][CH:41]=3)[N:36]=[C:35]([C:45]3[CH:50]=[CH:49][CH:48]=[CH:47][CH:46]=3)[CH:34]=2)[CH2:29][C@H:9]1[C:10]([NH:12][C@H:13]([C:17]([NH:19][S:20]([C:23]1[CH:28]=[CH:27][CH:26]=[CH:25][CH:24]=1)(=[O:22])=[O:21])=[O:18])[CH2:14][CH2:15][CH3:16])=[O:11])=O)(C)(C)C.C1(C)C=CC=CC=1, predict the reaction product. The product is: [CH3:44][O:43][C:39]1[CH:38]=[C:37]2[C:42]([C:33]([O:32][C@H:30]3[CH2:31][NH:8][C@H:9]([C:10]([NH:12][C@H:13]([C:17]([NH:19][S:20]([C:23]4[CH:28]=[CH:27][CH:26]=[CH:25][CH:24]=4)(=[O:22])=[O:21])=[O:18])[CH2:14][CH2:15][CH3:16])=[O:11])[CH2:29]3)=[CH:34][C:35]([C:45]3[CH:50]=[CH:49][CH:48]=[CH:47][CH:46]=3)=[N:36]2)=[CH:41][CH:40]=1. (2) Given the reactants [Cl:1][C:2]1[CH:3]=[C:4]([C:12]2([C:36]([F:39])([F:38])[F:37])[O:16][N:15]=[C:14]([C:17]3[CH:22]=[CH:21][C:20]([C:23]([N:25]4[CH2:29][C:28](=[O:30])[NH:27][CH2:26]4)=[O:24])=[C:19]([CH2:31][C:32]([F:35])([F:34])[F:33])[CH:18]=3)[CH2:13]2)[CH:5]=[C:6]([C:8]([F:11])([F:10])[F:9])[CH:7]=1.CN(C)C=O.[F:45][C:46]([F:51])([F:50])[CH2:47][CH2:48]I.C([O-])([O-])=O.[Cs+].[Cs+], predict the reaction product. The product is: [Cl:1][C:2]1[CH:3]=[C:4]([C:12]2([C:36]([F:37])([F:38])[F:39])[O:16][N:15]=[C:14]([C:17]3[CH:22]=[CH:21][C:20]([C:23]([N:25]4[CH2:29][C:28](=[O:30])[N:27]([CH2:48][CH2:47][C:46]([F:51])([F:50])[F:45])[CH2:26]4)=[O:24])=[C:19]([CH2:31][C:32]([F:33])([F:35])[F:34])[CH:18]=3)[CH2:13]2)[CH:5]=[C:6]([C:8]([F:11])([F:10])[F:9])[CH:7]=1. (3) Given the reactants COC1C=CC(C[N:8](CC2C=CC(OC)=CC=2)[C:9]2[N:14]=[C:13]([CH3:15])[N:12]=[C:11]([C:16]3[C:17]([NH:22][C:23]4[CH:24]=[CH:25][C:26]5[O:30][C:29]([CH3:31])=[N:28][C:27]=5[CH:32]=4)=[N:18][CH:19]=[CH:20][CH:21]=3)[N:10]=2)=CC=1, predict the reaction product. The product is: [NH2:8][C:9]1[N:14]=[C:13]([CH3:15])[N:12]=[C:11]([C:16]2[C:17]([NH:22][C:23]3[CH:24]=[CH:25][C:26]4[O:30][C:29]([CH3:31])=[N:28][C:27]=4[CH:32]=3)=[N:18][CH:19]=[CH:20][CH:21]=2)[N:10]=1. (4) The product is: [OH:46][CH:45]([C:43]1[N:42]=[CH:41][N:40]([C:21]([C:22]2[CH:27]=[CH:26][CH:25]=[CH:24][CH:23]=2)([C:28]2[CH:29]=[CH:30][CH:31]=[CH:32][CH:33]=2)[C:34]2[CH:39]=[CH:38][CH:37]=[CH:36][CH:35]=2)[CH:44]=1)[C:2]1[CH:3]=[C:4]2[C:9](=[CH:10][CH:11]=1)[CH:8]=[C:7]([C:12]([NH:14][CH3:15])=[O:13])[CH:6]=[CH:5]2. Given the reactants Br[C:2]1[CH:3]=[C:4]2[C:9](=[CH:10][CH:11]=1)[CH:8]=[C:7]([C:12]([NH:14][CH3:15])=[O:13])[CH:6]=[CH:5]2.C([Li])CCC.[C:21]([N:40]1[CH:44]=[C:43]([CH:45]=[O:46])[N:42]=[CH:41]1)([C:34]1[CH:39]=[CH:38][CH:37]=[CH:36][CH:35]=1)([C:28]1[CH:33]=[CH:32][CH:31]=[CH:30][CH:29]=1)[C:22]1[CH:27]=[CH:26][CH:25]=[CH:24][CH:23]=1.[Cl-].[NH4+], predict the reaction product. (5) Given the reactants [CH2:1]([O:8][C:9]1[CH:10]=[C:11]2[C:16](=[CH:17][CH:18]=1)[N:15]([CH:19]1[CH2:24][CH2:23][N:22](C(OC(C)(C)C)=O)[CH2:21][CH2:20]1)[C:14](=[O:32])[N:13]([CH2:33][C:34]1[CH:39]=[CH:38][C:37]([O:40][CH3:41])=[C:36]([O:42][CH3:43])[CH:35]=1)[C:12]2=[O:44])[C:2]1[CH:7]=[CH:6][CH:5]=[CH:4][CH:3]=1.C(O)(C(F)(F)F)=O.C([O-])([O-])=O.[K+].[K+], predict the reaction product. The product is: [CH2:1]([O:8][C:9]1[CH:10]=[C:11]2[C:16](=[CH:17][CH:18]=1)[N:15]([CH:19]1[CH2:20][CH2:21][NH:22][CH2:23][CH2:24]1)[C:14](=[O:32])[N:13]([CH2:33][C:34]1[CH:39]=[CH:38][C:37]([O:40][CH3:41])=[C:36]([O:42][CH3:43])[CH:35]=1)[C:12]2=[O:44])[C:2]1[CH:7]=[CH:6][CH:5]=[CH:4][CH:3]=1. (6) Given the reactants [Cl:1][C:2]1[CH:7]=[CH:6][C:5]([O:8][CH3:9])=[CH:4][C:3]=1[CH3:10].C1C(=O)N([Br:18])C(=O)C1.C(OOC(=O)C1C=CC=CC=1)(=O)C1C=CC=CC=1, predict the reaction product. The product is: [Br:18][CH2:10][C:3]1[CH:4]=[C:5]([O:8][CH3:9])[CH:6]=[CH:7][C:2]=1[Cl:1]. (7) Given the reactants [Cl:1][C:2]1[C:7]([NH2:8])=[C:6]([Cl:9])[N:5]=[CH:4][N:3]=1.[CH2:10]([O:17][CH2:18][C:19](Cl)=[O:20])[C:11]1[CH:16]=[CH:15][CH:14]=[CH:13][CH:12]=1, predict the reaction product. The product is: [CH2:10]([O:17][CH2:18][C:19]([NH:8][C:7]1[C:2]([Cl:1])=[N:3][CH:4]=[N:5][C:6]=1[Cl:9])=[O:20])[C:11]1[CH:16]=[CH:15][CH:14]=[CH:13][CH:12]=1. (8) Given the reactants [N-:1]=[N+:2]=[N-:3].[Na+].Br[CH2:6][C:7]1[CH:12]=[CH:11][C:10]([C:13](=[O:15])[CH3:14])=[CH:9][CH:8]=1, predict the reaction product. The product is: [N:1]([CH2:6][C:7]1[CH:12]=[CH:11][C:10]([C:13](=[O:15])[CH3:14])=[CH:9][CH:8]=1)=[N+:2]=[N-:3]. (9) Given the reactants [P:1]([O:8][CH2:9][CH3:10])([O:5][CH2:6][CH3:7])[O:2]CC.Br[CH2:12][CH2:13][CH2:14][CH2:15][CH2:16][CH2:17][CH2:18][CH2:19][CH2:20][CH2:21][CH2:22][CH2:23][CH:24]1[CH2:29][CH2:28][CH2:27][CH2:26][CH2:25]1, predict the reaction product. The product is: [CH:24]1([CH2:23][CH2:22][CH2:21][CH2:20][CH2:19][CH2:18][CH2:17][CH2:16][CH2:15][CH2:14][CH2:13][CH2:12][P:1](=[O:2])([O:5][CH2:6][CH3:7])[O:8][CH2:9][CH3:10])[CH2:29][CH2:28][CH2:27][CH2:26][CH2:25]1.